Task: Predict the reactants needed to synthesize the given product.. Dataset: Full USPTO retrosynthesis dataset with 1.9M reactions from patents (1976-2016) (1) Given the product [CH2:19]([O:11][C:1](=[O:12])[C:2]1[CH:10]=[CH:9][C:7]([O:8][CH2:1][C:2]2[CH:10]=[CH:9][CH:7]=[CH:4][CH:3]=2)=[C:4]([O:5][CH3:6])[CH:3]=1)[C:20]1[CH:25]=[CH:24][CH:23]=[CH:22][CH:21]=1, predict the reactants needed to synthesize it. The reactants are: [C:1]([OH:12])(=[O:11])[C:2]1[CH:10]=[CH:9][C:7]([OH:8])=[C:4]([O:5][CH3:6])[CH:3]=1.C(=O)([O-])[O-].[K+].[K+].[CH2:19](Br)[C:20]1[CH:25]=[CH:24][CH:23]=[CH:22][CH:21]=1.[Cl-].[Na+]. (2) Given the product [F:9][C:8]([F:11])([F:10])[C:6]1[CH:5]=[N:4][N:3]([CH2:2][C:16]([CH2:15][CH2:14][C:13]([F:12])([F:21])[F:22])([C:17]#[N:18])[C:19]#[N:20])[CH:7]=1, predict the reactants needed to synthesize it. The reactants are: Cl[CH2:2][N:3]1[CH:7]=[C:6]([C:8]([F:11])([F:10])[F:9])[CH:5]=[N:4]1.[F:12][C:13]([F:22])([F:21])[CH2:14][CH2:15][CH:16]([C:19]#[N:20])[C:17]#[N:18].C(=O)([O-])[O-].[K+].[K+].O. (3) Given the product [Cl:1][C:2]1[N:3]=[CH:4][C:5]([CH2:8][C:9]([NH:17][CH2:16][C:15]2[CH:18]=[CH:19][CH:20]=[C:13]([F:12])[CH:14]=2)=[O:11])=[CH:6][CH:7]=1, predict the reactants needed to synthesize it. The reactants are: [Cl:1][C:2]1[CH:7]=[CH:6][C:5]([CH2:8][C:9]([OH:11])=O)=[CH:4][N:3]=1.[F:12][C:13]1[CH:14]=[C:15]([CH:18]=[CH:19][CH:20]=1)[CH2:16][NH2:17].C1CN([P+](ON2N=NC3C=CC=CC2=3)(N2CCCC2)N2CCCC2)CC1.F[P-](F)(F)(F)(F)F.CCN(C(C)C)C(C)C. (4) The reactants are: Cl.[CH3:2][O:3][C:4]([C:6]1[N:7]([C:20]2[CH:25]=[CH:24][CH:23]=[CH:22][CH:21]=2)[C:8]2[C:13]([C:14](=[O:18])[C:15]=1[CH2:16][NH2:17])=[CH:12][CH:11]=[C:10]([Cl:19])[CH:9]=2)=[O:5].[C:26](Cl)(=[O:33])[C:27]1[CH:32]=[CH:31][CH:30]=[N:29][CH:28]=1. Given the product [CH3:2][O:3][C:4]([C:6]1[N:7]([C:20]2[CH:25]=[CH:24][CH:23]=[CH:22][CH:21]=2)[C:8]2[C:13]([C:14](=[O:18])[C:15]=1[CH2:16][NH:17][C:26]([C:27]1[CH:28]=[N:29][CH:30]=[CH:31][CH:32]=1)=[O:33])=[CH:12][CH:11]=[C:10]([Cl:19])[CH:9]=2)=[O:5], predict the reactants needed to synthesize it. (5) The reactants are: Br[C:2]1[CH:3]=[C:4]2[C:24]([C:25]([CH3:28])([CH3:27])[CH:26]=1)=[C:7]1[CH:8]=[C:9]3[C:22](=[CH:23][C:6]1=[CH:5]2)[C:21]1[C:16](=[CH:17][CH:18]=[CH:19][CH:20]=1)[C:15]1[C:10]3=[CH:11][CH:12]=[CH:13][CH:14]=1.[C:29]1([C:76]2[CH:81]=[CH:80][CH:79]=[CH:78][CH:77]=2)[CH:34]=[CH:33][C:32]([N:35]([C:61]2[CH:66]=[CH:65][C:64](B3OC(C)(C)C(C)(C)O3)=[CH:63][CH:62]=2)[C:36]2[CH:48]=[CH:47][C:46]3[C:45]4[C:40](=[CH:41][CH:42]=[CH:43][CH:44]=4)[C:39]4([C:60]5[CH:59]=[CH:58][CH:57]=[CH:56][C:55]=5[C:54]5[C:49]4=[CH:50][CH:51]=[CH:52][CH:53]=5)[C:38]=3[CH:37]=2)=[CH:31][CH:30]=1.C([O-])([O-])=O.[Na+].[Na+].CCO. Given the product [C:29]1([C:76]2[CH:81]=[CH:80][CH:79]=[CH:78][CH:77]=2)[CH:30]=[CH:31][C:32]([N:35]([C:61]2[CH:62]=[CH:63][C:64]([C:2]3[CH:3]=[C:4]4[C:24]([C:25]([CH3:28])([CH3:27])[CH:26]=3)=[C:7]3[CH:8]=[C:9]5[C:22](=[CH:23][C:6]3=[CH:5]4)[C:21]3[C:16](=[CH:17][CH:18]=[CH:19][CH:20]=3)[C:15]3[C:10]5=[CH:11][CH:12]=[CH:13][CH:14]=3)=[CH:65][CH:66]=2)[C:36]2[CH:48]=[CH:47][C:46]3[C:45]4[C:40](=[CH:41][CH:42]=[CH:43][CH:44]=4)[C:39]4([C:49]5[CH:50]=[CH:51][CH:52]=[CH:53][C:54]=5[C:55]5[C:60]4=[CH:59][CH:58]=[CH:57][CH:56]=5)[C:38]=3[CH:37]=2)=[CH:33][CH:34]=1, predict the reactants needed to synthesize it. (6) Given the product [NH:23]1[CH2:24][CH2:25][CH:20]([C:17]2[CH:16]=[CH:15][C:14]([OH:13])=[CH:19][CH:18]=2)[CH2:21][CH2:22]1, predict the reactants needed to synthesize it. The reactants are: C(N1CCN(CCC[O:13][C:14]2[CH:19]=[CH:18][C:17]([CH:20]3[CH2:25][CH2:24][N:23](C4CCC5N(C(C(F)(F)F)=NN=5)N=4)[CH2:22][CH2:21]3)=[CH:16][CH:15]=2)CC1)(=O)C. (7) Given the product [CH3:1][O:2][C:3]1[CH:4]=[C:5]2[C:10](=[CH:11][C:12]=1[O:13][CH3:14])[N:9]=[CH:8][CH:7]=[C:6]2[O:15][C:16]1[CH:22]=[CH:21][C:19]([NH:20][C:27](=[O:33])[O:26][CH2:24][CH2:36][CH2:35][N:37]([CH2:42][CH3:43])[CH2:38][CH3:39])=[CH:18][CH:17]=1, predict the reactants needed to synthesize it. The reactants are: [CH3:1][O:2][C:3]1[CH:4]=[C:5]2[C:10](=[CH:11][C:12]=1[O:13][CH3:14])[N:9]=[CH:8][CH:7]=[C:6]2[O:15][C:16]1[CH:22]=[CH:21][C:19]([NH2:20])=[CH:18][CH:17]=1.Cl[C:24](Cl)([O:26][C:27](=[O:33])OC(Cl)(Cl)Cl)Cl.[CH2:35]([N:37]([CH2:42][CH3:43])[CH2:38][CH2:39]CO)[CH3:36].C(=O)(O)[O-].[Na+]. (8) Given the product [ClH:60].[CH2:28]([O:27][C:25](=[O:26])[C:24]1[CH:23]=[CH:22][C:21]([O:20][CH2:40][CH2:39][NH2:38])=[CH:31][CH:30]=1)[CH3:29], predict the reactants needed to synthesize it. The reactants are: C1(P(C2C=CC=CC=2)C2C=CC=CC=2)C=CC=CC=1.[OH:20][C:21]1[CH:31]=[CH:30][C:24]([C:25]([O:27][CH2:28][CH3:29])=[O:26])=[CH:23][CH:22]=1.C(OC(=O)[NH:38][CH2:39][CH2:40]O)(C)(C)C.N(C(OC(C)C)=O)=NC(OC(C)C)=O.C([Cl:60])(=O)C. (9) Given the product [C:1]([O:5][C:6]([N:8]1[CH2:17][CH2:16][C:15]2[C:10](=[C:11]([CH2:37][CH2:38][C:39]([OH:41])=[O:40])[CH:12]=[CH:13][C:14]=2[O:18][CH:19]([C:21]2[O:25][C:24]([C:26]3[CH:27]=[CH:28][C:29]([C:32]([F:33])([F:35])[F:34])=[CH:30][CH:31]=3)=[N:23][C:22]=2[CH3:36])[CH3:20])[CH2:9]1)=[O:7])([CH3:2])([CH3:3])[CH3:4], predict the reactants needed to synthesize it. The reactants are: [C:1]([O:5][C:6]([N:8]1[CH2:17][CH2:16][C:15]2[C:10](=[C:11]([CH2:37][CH2:38][C:39]([O:41]C)=[O:40])[CH:12]=[CH:13][C:14]=2[O:18][CH:19]([C:21]2[O:25][C:24]([C:26]3[CH:31]=[CH:30][C:29]([C:32]([F:35])([F:34])[F:33])=[CH:28][CH:27]=3)=[N:23][C:22]=2[CH3:36])[CH3:20])[CH2:9]1)=[O:7])([CH3:4])([CH3:3])[CH3:2].CO.[Li+].[OH-].[Cl-].[NH4+]. (10) Given the product [N+:7]([C:10]1[CH:11]=[CH:12][C:13]([C:14]([O:6][CH2:5][CH2:4][CH2:3][CH2:2][Cl:1])=[O:15])=[CH:17][CH:18]=1)([O-:9])=[O:8], predict the reactants needed to synthesize it. The reactants are: [Cl:1][CH2:2][CH2:3][CH2:4][CH2:5][OH:6].[N+:7]([C:10]1[CH:18]=[CH:17][C:13]([C:14](Cl)=[O:15])=[CH:12][CH:11]=1)([O-:9])=[O:8].